Dataset: Forward reaction prediction with 1.9M reactions from USPTO patents (1976-2016). Task: Predict the product of the given reaction. (1) Given the reactants Br[C:2]1[C:3]([F:12])=[C:4]([C:7]([O:10][CH3:11])=[CH:8][CH:9]=1)[C:5]#[N:6].[CH:13]([B-](F)(F)F)=[CH2:14].[K+].CCO, predict the reaction product. The product is: [CH:13]([C:2]1[C:3]([F:12])=[C:4]([C:7]([O:10][CH3:11])=[CH:8][CH:9]=1)[C:5]#[N:6])=[CH2:14]. (2) Given the reactants C[Al](C)C.[CH2:5](O)C(C)C.[CH:10]1([C:16]#[CH:17])[CH2:15][CH2:14][CH2:13][CH2:12][CH2:11]1.I[C:19]1[CH:24]=[CH:23][C:22]([O:25][CH3:26])=[CH:21][CH:20]=1, predict the reaction product. The product is: [CH:10]1(/[C:16](/[CH3:5])=[CH:17]/[C:22]2([O:25][CH3:26])[CH:23]=[CH:24][CH:19]=[CH:20][CH2:21]2)[CH2:15][CH2:14][CH2:13][CH2:12][CH2:11]1. (3) Given the reactants [C:1]1([S:7]([CH2:10][C:11](O)=O)(=[O:9])=[O:8])[CH:6]=[CH:5][CH:4]=[CH:3][CH:2]=1.[Cl:14][C:15]1[CH:22]=[C:21]([Cl:23])[CH:20]=[CH:19][C:16]=1C=O, predict the reaction product. The product is: [C:1]1([S:7](/[CH:10]=[CH:11]/[C:20]2[CH:19]=[CH:16][C:15]([Cl:14])=[CH:22][C:21]=2[Cl:23])(=[O:9])=[O:8])[CH:6]=[CH:5][CH:4]=[CH:3][CH:2]=1.